This data is from Full USPTO retrosynthesis dataset with 1.9M reactions from patents (1976-2016). The task is: Predict the reactants needed to synthesize the given product. (1) The reactants are: [Cl:1][C:2]1[C:16]([Cl:17])=[CH:15][CH:14]=[CH:13][C:3]=1[CH2:4][C:5]1[C:6]([NH2:12])=[N:7][NH:8][C:9]=1[O:10][CH3:11].O=[C:19]([C:26]1[CH:31]=[CH:30][N:29]=[CH:28][CH:27]=1)[CH2:20][C:21](OCC)=[O:22]. Given the product [Cl:1][C:2]1[C:16]([Cl:17])=[CH:15][CH:14]=[CH:13][C:3]=1[CH2:4][C:5]1[C:9]([O:10][CH3:11])=[N:8][N:7]2[C:21]([OH:22])=[CH:20][C:19]([C:26]3[CH:31]=[CH:30][N:29]=[CH:28][CH:27]=3)=[N:12][C:6]=12, predict the reactants needed to synthesize it. (2) The reactants are: Cl.[O:2]([CH2:9][C@@H:10]1[CH2:14][CH2:13][CH2:12][N:11]1[S:15]([C:18]1[CH:26]=[CH:25][C:24]2[N:23]3CCCN=[C:22]3[C:21]3([O:35]CCCO3)[C:20]=2[CH:19]=1)(=[O:17])=[O:16])[C:3]1[CH:8]=[CH:7][CH:6]=[CH:5][CH:4]=1.[NH4+].[OH-:37]. Given the product [O:2]([CH2:9][C@@H:10]1[CH2:14][CH2:13][CH2:12][N:11]1[S:15]([C:18]1[CH:19]=[C:20]2[C:24](=[CH:25][CH:26]=1)[NH:23][C:22](=[O:37])[C:21]2=[O:35])(=[O:16])=[O:17])[C:3]1[CH:4]=[CH:5][CH:6]=[CH:7][CH:8]=1, predict the reactants needed to synthesize it. (3) Given the product [Cl:17][C:11]1[CH:10]=[C:9]([C:6]2[CH:7]=[CH:8][N:4]([CH2:3][CH:2]([NH:1][C:32]([C:29]3[NH:30][N:31]=[C:27]([C:23]4[CH:22]=[N:21][CH:26]=[CH:25][CH:24]=4)[CH:28]=3)=[O:33])[CH:18]([CH3:20])[CH3:19])[N:5]=2)[CH:16]=[CH:15][C:12]=1[C:13]#[N:14], predict the reactants needed to synthesize it. The reactants are: [NH2:1][CH:2]([CH:18]([CH3:20])[CH3:19])[CH2:3][N:4]1[CH:8]=[CH:7][C:6]([C:9]2[CH:16]=[CH:15][C:12]([C:13]#[N:14])=[C:11]([Cl:17])[CH:10]=2)=[N:5]1.[N:21]1[CH:26]=[CH:25][CH:24]=[C:23]([C:27]2[NH:31][N:30]=[C:29]([C:32](O)=[O:33])[CH:28]=2)[CH:22]=1. (4) Given the product [C:18]([O:17][C:15]([NH:14][CH:9]([CH2:8][C:5]1[CH:4]=[C:3]2[C:2](=[CH:7][CH:6]=1)[NH:1][CH:56]([C:55]1[C:54]([Cl:53])=[CH:61][CH:60]=[CH:59][C:58]=1[Cl:62])[CH2:64][CH:63]2[S:65][C:66]1[CH:71]=[CH:70][CH:69]=[CH:68][CH:67]=1)[C:10]([O:12][CH3:13])=[O:11])=[O:16])([CH3:21])([CH3:20])[CH3:19], predict the reactants needed to synthesize it. The reactants are: [NH2:1][C:2]1[CH:7]=[CH:6][C:5]([CH2:8][CH:9]([NH:14][C:15]([O:17][C:18]([CH3:21])([CH3:20])[CH3:19])=[O:16])[C:10]([O:12][CH3:13])=[O:11])=[CH:4][CH:3]=1.C(S([O-])(=O)=O)(F)(F)F.C(S([O-])(=O)=O)(F)(F)F.C(S([O-])(=O)=O)(F)(F)F.[Yb+3].[O-]S([O-])(=O)=O.[Mg+2].[Cl:53][C:54]1[CH:61]=[CH:60][CH:59]=[C:58]([Cl:62])[C:55]=1[CH:56]=O.[CH:63]([S:65][C:66]1[CH:71]=[CH:70][CH:69]=[CH:68][CH:67]=1)=[CH2:64].